From a dataset of Full USPTO retrosynthesis dataset with 1.9M reactions from patents (1976-2016). Predict the reactants needed to synthesize the given product. (1) Given the product [C:1]([O:5][C:6]([N:8]1[CH2:12][CH2:11][CH2:10][C@H:9]1[CH2:13][NH:14][C:15]1[C:16]([O:22][C:23]2[CH:28]=[CH:27][C:26]([CH2:31][OH:32])=[CH:25][CH:24]=2)=[N:17][C:18]([Cl:21])=[N:19][CH:20]=1)=[O:7])([CH3:3])([CH3:2])[CH3:4], predict the reactants needed to synthesize it. The reactants are: [C:1]([O:5][C:6]([N:8]1[CH2:12][CH2:11][CH2:10][C@H:9]1[CH2:13][NH:14][C:15]1[C:16]([O:22][C:23]2[CH:28]=[CH:27][C:26](OC)=[CH:25][CH:24]=2)=[N:17][C:18]([Cl:21])=[N:19][CH:20]=1)=[O:7])([CH3:4])([CH3:3])[CH3:2].[CH3:31][O:32]C1C=CC(O)=CC=1. (2) Given the product [NH2:8][C:5]1[N:6]=[CH:7][C:2]([C:21]2[CH:22]=[CH:23][C:24]([C:25]([OH:27])=[O:26])=[C:19]([O:18][CH3:17])[CH:20]=2)=[CH:3][C:4]=1[C:9]1[N:10]=[N:11][N:12]([CH:14]([CH3:16])[CH3:15])[CH:13]=1, predict the reactants needed to synthesize it. The reactants are: Br[C:2]1[CH:3]=[C:4]([C:9]2[N:10]=[N:11][N:12]([CH:14]([CH3:16])[CH3:15])[CH:13]=2)[C:5]([NH2:8])=[N:6][CH:7]=1.[CH3:17][O:18][C:19]1[CH:20]=[C:21](B(O)O)[CH:22]=[CH:23][C:24]=1[C:25]([O:27]C)=[O:26].O.C([O-])([O-])=O.[Cs+].[Cs+].